This data is from Forward reaction prediction with 1.9M reactions from USPTO patents (1976-2016). The task is: Predict the product of the given reaction. (1) Given the reactants [O:1]=[C:2]1[CH:11]=[CH:10][C:9]2[C:4](=[CH:5][CH:6]=[C:7]([C:12]([F:15])([F:14])[F:13])[CH:8]=2)[N:3]1[CH2:16][C:17]([OH:19])=O.[Cl:20][C:21]1[S:25][C:24]([NH2:26])=[C:23]([C:27]2[NH:31][CH:30]=[N:29][N:28]=2)[CH:22]=1, predict the reaction product. The product is: [Cl:20][C:21]1[S:25][C:24]([NH:26][C:17](=[O:19])[CH2:16][N:3]2[C:4]3[C:9](=[CH:8][C:7]([C:12]([F:15])([F:13])[F:14])=[CH:6][CH:5]=3)[CH:10]=[CH:11][C:2]2=[O:1])=[C:23]([C:27]2[NH:28][N:29]=[CH:30][N:31]=2)[CH:22]=1. (2) Given the reactants Cl[CH2:2][C:3]1[N:4]=[C:5]([C:8]2[CH:9]=[C:10]([C:14]3[CH2:20][C:19](=[O:21])[NH:18][C:17]4[CH:22]=[C:23]([N:26]5[CH:30]=[CH:29][CH:28]=[CH:27]5)[CH:24]=[CH:25][C:16]=4[N:15]=3)[CH:11]=[CH:12][CH:13]=2)[O:6][CH:7]=1.[NH:31]1[CH2:36][CH2:35][O:34][CH2:33][CH2:32]1, predict the reaction product. The product is: [N:31]1([CH2:2][C:3]2[N:4]=[C:5]([C:8]3[CH:9]=[C:10]([C:14]4[CH2:20][C:19](=[O:21])[NH:18][C:17]5[CH:22]=[C:23]([N:26]6[CH:30]=[CH:29][CH:28]=[CH:27]6)[CH:24]=[CH:25][C:16]=5[N:15]=4)[CH:11]=[CH:12][CH:13]=3)[O:6][CH:7]=2)[CH2:36][CH2:35][O:34][CH2:33][CH2:32]1. (3) Given the reactants [F:1][C:2]([F:12])([F:11])[C:3]1[N:4]=[C:5]([C:8](=[NH:10])[NH2:9])[S:6][CH:7]=1.CC[O-].[Na+].O=[C:18]([C:25]1[S:26][CH:27]=[C:28]([C:30]([F:33])([F:32])[F:31])[N:29]=1)[CH2:19][C:20](OCC)=[O:21], predict the reaction product. The product is: [F:12][C:2]([F:1])([F:11])[C:3]1[N:4]=[C:5]([C:8]2[N:9]=[C:20]([OH:21])[CH:19]=[C:18]([C:25]3[S:26][CH:27]=[C:28]([C:30]([F:32])([F:33])[F:31])[N:29]=3)[N:10]=2)[S:6][CH:7]=1. (4) Given the reactants [F:1][C:2]1[CH:3]=[N:4][CH:5]=[CH:6][C:7]=1[C:8]1[C:9]([C:18]2[CH:19]=[N:20][CH:21]=[CH:22][CH:23]=2)=[N:10][C:11]([NH2:17])=[C:12]([N+:14]([O-])=O)[CH:13]=1, predict the reaction product. The product is: [F:1][C:2]1[CH:3]=[N:4][CH:5]=[CH:6][C:7]=1[C:8]1[C:9]([C:18]2[CH:19]=[N:20][CH:21]=[CH:22][CH:23]=2)=[N:10][C:11]([NH2:17])=[C:12]([NH2:14])[CH:13]=1. (5) Given the reactants C(=O)([O-])[O-].[K+].[K+].Br[CH2:8][C:9]([NH:11][C:12]1[CH:17]=[CH:16][CH:15]=[CH:14][CH:13]=1)=[O:10].[S:18]1[CH2:22][C:21](=[O:23])[NH:20][C:19]1=[O:24].O, predict the reaction product. The product is: [C:12]1([NH:11][C:9]([CH2:8][N:20]2[C:21](=[O:23])[CH2:22][S:18][C:19]2=[O:24])=[O:10])[CH:17]=[CH:16][CH:15]=[CH:14][CH:13]=1. (6) Given the reactants [OH-].[Na+].[O:3]=[C:4]1[NH:8][C:7]2[CH:9]=[C:10]([CH2:13][C:14]([O:16]C)=[O:15])[CH:11]=[CH:12][C:6]=2[O:5]1.Cl, predict the reaction product. The product is: [O:3]=[C:4]1[NH:8][C:7]2[CH:9]=[C:10]([CH2:13][C:14]([OH:16])=[O:15])[CH:11]=[CH:12][C:6]=2[O:5]1. (7) Given the reactants [Cl:1][C:2]1[CH:20]=[CH:19][C:5]([CH2:6][N:7]2[CH:12]=[C:11]([N+:13]([O-:15])=[O:14])[C:10](=[O:16])[NH:9][CH:8]2SC)=[CH:4][CH:3]=1.[C:21]([C:23]1[N:28]=[C:27]([O:29][C:30]2[CH:36]=[CH:35][C:33]([NH2:34])=[CH:32][CH:31]=2)[CH:26]=[CH:25][CH:24]=1)#[N:22].C(O)(C)(C)C.C(=O)([O-])O.[Na+], predict the reaction product. The product is: [Cl:1][C:2]1[CH:20]=[CH:19][C:5]([CH2:6][N:7]2[CH:12]=[C:11]([N+:13]([O-:15])=[O:14])[C:10](=[O:16])[NH:9][CH:8]2[NH:34][C:33]2[CH:32]=[CH:31][C:30]([O:29][C:27]3[CH:26]=[CH:25][CH:24]=[C:23]([C:21]#[N:22])[N:28]=3)=[CH:36][CH:35]=2)=[CH:4][CH:3]=1.